From a dataset of Full USPTO retrosynthesis dataset with 1.9M reactions from patents (1976-2016). Predict the reactants needed to synthesize the given product. (1) Given the product [NH2:1][C:2]1[C:11]2[CH:10]=[CH:9][CH:8]=[C:7]([C:25]3[CH:26]=[CH:27][CH:28]=[CH:29][C:24]=3[C:22]#[N:23])[C:6]=2[N:5]=[C:4]2[CH2:13][N:14]([CH:17]3[CH2:21][CH2:20][CH2:19][CH2:18]3)[C:15](=[O:16])[C:3]=12, predict the reactants needed to synthesize it. The reactants are: [NH2:1][C:2]1[C:11]2[CH:10]=[CH:9][CH:8]=[C:7](Br)[C:6]=2[N:5]=[C:4]2[CH2:13][N:14]([CH:17]3[CH2:21][CH2:20][CH2:19][CH2:18]3)[C:15](=[O:16])[C:3]=12.[C:22]([C:24]1[CH:29]=[CH:28][CH:27]=[CH:26][C:25]=1B(O)O)#[N:23]. (2) Given the product [C:1]12([C:11]3[CH:12]=[C:13]([C:19]4[CH:20]=[C:21]([CH:31]=[CH:32][CH:33]=4)[CH:22]=[C:23]4[S:27][C:26]([N:34]5[CH2:40][CH2:39][CH2:38][CH:35]5[CH2:36][OH:37])=[N:25][C:24]4=[O:30])[CH:14]=[CH:15][C:16]=3[OH:17])[CH2:8][CH:7]3[CH2:9][CH:3]([CH2:4][CH:5]([CH2:6]3)[CH2:10]1)[CH2:2]2, predict the reactants needed to synthesize it. The reactants are: [C:1]12([C:11]3[CH:12]=[C:13]([C:19]4[CH:20]=[C:21]([CH:31]=[CH:32][CH:33]=4)[CH:22]=[C:23]4[S:27][C:26](SC)=[N:25][C:24]4=[O:30])[CH:14]=[C:15](F)[C:16]=3[OH:17])[CH2:10][CH:5]3[CH2:6][CH:7]([CH2:9][CH:3]([CH2:4]3)[CH2:2]1)[CH2:8]2.[NH:34]1[CH2:40][CH2:39][CH2:38][C@H:35]1[CH2:36][OH:37]. (3) Given the product [C:16]([C:15]1[CH:24]=[CH:25][C:26]([CH3:27])=[C:13]([N:12]([C:11]2[CH:10]=[CH:9][C:8]([F:7])=[CH:29][CH:28]=2)[C:3](=[O:5])[CH3:4])[CH:14]=1)(=[O:17])[C:18]1[CH:23]=[CH:22][CH:21]=[CH:20][CH:19]=1, predict the reactants needed to synthesize it. The reactants are: [H-].[Na+].[C:3](Cl)(=[O:5])[CH3:4].[F:7][C:8]1[CH:29]=[CH:28][C:11]([NH:12][C:13]2[CH:14]=[C:15]([CH:24]=[CH:25][C:26]=2[CH3:27])[C:16]([C:18]2[CH:23]=[CH:22][CH:21]=[CH:20][CH:19]=2)=[O:17])=[CH:10][CH:9]=1.Cl.